This data is from Reaction yield outcomes from USPTO patents with 853,638 reactions. The task is: Predict the reaction yield, written as a fraction of the theoretical maximum amount of product (1.0 means a 100% yield; for example, 0.34 means a 34% yield). (1) The reactants are [Br:1][C:2]1[C:11]([O:12][CH3:13])=[CH:10][C:5]([C:6]([O:8][CH3:9])=[O:7])=[C:4]([N+:14]([O-])=O)[CH:3]=1. The catalyst is C(O)(=O)C.O.[Fe]. The product is [NH2:14][C:4]1[CH:3]=[C:2]([Br:1])[C:11]([O:12][CH3:13])=[CH:10][C:5]=1[C:6]([O:8][CH3:9])=[O:7]. The yield is 0.940. (2) The yield is 0.730. The catalyst is C1(C)C=CC=CC=1. The product is [NH:15]([C:3]([NH:15][C:16]1[CH:21]=[CH:20][CH:19]=[CH:18][CH:17]=1)=[CH:4][C:5]([C:7]1[CH:12]=[CH:11][CH:10]=[CH:9][CH:8]=1)=[O:6])[C:16]1[CH:21]=[CH:20][CH:19]=[CH:18][CH:17]=1. The reactants are CS[C:3](SC)=[CH:4][C:5]([C:7]1[CH:12]=[CH:11][CH:10]=[CH:9][CH:8]=1)=[O:6].[NH2:15][C:16]1[CH:21]=[CH:20][CH:19]=[CH:18][CH:17]=1.C[Si]([N-][Si](C)(C)C)(C)C.[Li+]. (3) The reactants are [F:1][CH2:2][CH:3]([O:6][CH2:7][C:8]1[CH:13]=[C:12]([C:14]([O:16]CC)=[CH2:15])[N:11]=[C:10]([NH:19][C:20]2[CH:25]=[CH:24][C:23]([N:26]3[CH:30]=[C:29]([CH3:31])[N:28]=[CH:27]3)=[C:22]([O:32][CH3:33])[CH:21]=2)[N:9]=1)[CH2:4][F:5].O.Cl. The catalyst is O1CCOCC1. The product is [F:5][CH2:4][CH:3]([O:6][CH2:7][C:8]1[N:9]=[C:10]([NH:19][C:20]2[CH:25]=[CH:24][C:23]([N:26]3[CH:30]=[C:29]([CH3:31])[N:28]=[CH:27]3)=[C:22]([O:32][CH3:33])[CH:21]=2)[N:11]=[C:12]([C:14](=[O:16])[CH3:15])[CH:13]=1)[CH2:2][F:1]. The yield is 0.770. (4) The reactants are [NH:1]1[C:9]2[C:4](=[CH:5][CH:6]=[CH:7][CH:8]=2)[C:3]([C:10]([O:12]C)=[O:11])=[C:2]1[C:14]([O:16]C)=[O:15].[H-].[Na+].[CH3:20]I.[OH-].[K+]. The catalyst is CN(C)C=O.CCO.CCOC(C)=O. The product is [CH3:20][N:1]1[C:9]2[C:4](=[CH:5][CH:6]=[CH:7][CH:8]=2)[C:3]([C:10]([OH:12])=[O:11])=[C:2]1[C:14]([OH:16])=[O:15]. The yield is 1.00. (5) The reactants are [CH2:1]([N:8]([CH3:29])[C:9](=[O:28])[CH2:10][O:11][C:12]1[CH:17]=[CH:16][C:15]([CH2:18][C@H:19]([O:25][CH2:26][CH3:27])[C:20]([O:22]CC)=[O:21])=[CH:14][CH:13]=1)[C:2]1[CH:7]=[CH:6][CH:5]=[CH:4][CH:3]=1.[Li+].[OH-]. The catalyst is C1COCC1. The product is [CH2:1]([N:8]([CH3:29])[C:9](=[O:28])[CH2:10][O:11][C:12]1[CH:17]=[CH:16][C:15]([CH2:18][C@H:19]([O:25][CH2:26][CH3:27])[C:20]([OH:22])=[O:21])=[CH:14][CH:13]=1)[C:2]1[CH:7]=[CH:6][CH:5]=[CH:4][CH:3]=1. The yield is 0.970. (6) The yield is 0.660. No catalyst specified. The product is [F:1][C:2]1[CH:7]=[CH:6][C:5]([C:8]2[N:13]=[C:12]3[NH:14][N:15]=[C:16]([C:17]4[CH:18]=[CH:19][CH:20]=[CH:21][CH:22]=4)[C:11]3=[C:10]([C:23](=[O:24])[NH:44][CH2:43][CH2:42][O:41][CH2:40][CH2:39][O:38][CH2:37][CH2:36][O:35][CH2:34][CH2:33][O:32][CH2:31][CH2:30][NH:45][C:23]([C:10]3[CH:9]=[C:8]([C:5]4[CH:6]=[CH:7][C:2]([F:1])=[C:3]([C:26]([O:28][CH3:29])=[O:27])[CH:4]=4)[N:13]=[C:12]4[NH:14][N:15]=[C:16]([C:17]5[CH:18]=[CH:19][CH:20]=[CH:21][CH:22]=5)[C:11]=34)=[O:24])[CH:9]=2)=[CH:4][C:3]=1[C:26]([O:28][CH3:29])=[O:27]. The reactants are [F:1][C:2]1[CH:7]=[CH:6][C:5]([C:8]2[CH:9]=[C:10]([C:23](O)=[O:24])[C:11]3[C:16]([C:17]4[CH:22]=[CH:21][CH:20]=[CH:19][CH:18]=4)=[N:15][NH:14][C:12]=3[N:13]=2)=[CH:4][C:3]=1[C:26]([O:28][CH3:29])=[O:27].[CH2:30]([NH2:45])[CH2:31][O:32][CH2:33][CH2:34][O:35][CH2:36][CH2:37][O:38][CH2:39][CH2:40][O:41][CH2:42][CH2:43][NH2:44].